From a dataset of Catalyst prediction with 721,799 reactions and 888 catalyst types from USPTO. Predict which catalyst facilitates the given reaction. (1) Reactant: [C:1]([NH:4][CH:5]([CH2:9][C:10]1[CH:15]=[CH:14][C:13]([NH2:16])=[C:12]([CH2:17][CH3:18])[CH:11]=1)[C:6]([OH:8])=[O:7])(=[O:3])[CH3:2].C([O-])([O-])=O.[Cs+].[Cs+].[CH2:25](Br)[CH:26]=[CH2:27]. Product: [CH2:27]([O:7][C:6](=[O:8])[CH:5]([NH:4][C:1](=[O:3])[CH3:2])[CH2:9][C:10]1[CH:15]=[CH:14][C:13]([NH2:16])=[C:12]([CH2:17][CH3:18])[CH:11]=1)[CH:26]=[CH2:25]. The catalyst class is: 9. (2) Reactant: [C:1]([C:4]1[CH:9]=[CH:8][N:7]=[CH:6][N:5]=1)(=O)[CH3:2].[NH:10]([C:12]1[NH:13][C:14]2[CH:20]=[CH:19][CH:18]=[CH:17][C:15]=2[N:16]=1)[NH2:11]. Product: [NH:13]1[C:14]2[CH:20]=[CH:19][CH:18]=[CH:17][C:15]=2[N:16]=[C:12]1[NH:10][N:11]=[C:1]([C:4]1[CH:9]=[CH:8][N:7]=[CH:6][N:5]=1)[CH3:2]. The catalyst class is: 130. (3) Reactant: [CH3:1][N:2]1[CH:6]([C:7]([OH:9])=O)[CH2:5][C:4]([CH3:10])=[N:3]1.[NH2:11][C:12]1[CH:13]=[C:14]([CH:31]=[CH:32][C:33]=1[CH3:34])[O:15][C:16]1[CH:17]=[CH:18][C:19]2[N:20]([CH:22]=[C:23]([NH:25][C:26]([CH:28]3[CH2:30][CH2:29]3)=[O:27])[N:24]=2)[N:21]=1.F[P-](F)(F)(F)(F)F.N1(OC(N(C)C)=[N+](C)C)C2N=CC=CC=2N=N1.C(N(CC)C(C)C)(C)C. Product: [CH:28]1([C:26]([NH:25][C:23]2[N:24]=[C:19]3[CH:18]=[CH:17][C:16]([O:15][C:14]4[CH:31]=[CH:32][C:33]([CH3:34])=[C:12]([NH:11][C:7]([CH:6]5[N:2]([CH3:1])[N:3]=[C:4]([CH3:10])[CH2:5]5)=[O:9])[CH:13]=4)=[N:21][N:20]3[CH:22]=2)=[O:27])[CH2:29][CH2:30]1. The catalyst class is: 9. (4) Reactant: [Cl:1][C:2]1[CH:7]=[CH:6][C:5]([NH:8][CH2:9][CH2:10][CH2:11][Cl:12])=[CH:4][CH:3]=1.C(N(CC)CC)C.[C:20](Cl)(=[O:28])[O:21][C:22]1[CH:27]=[CH:26][CH:25]=[CH:24][CH:23]=1.O. Product: [Cl:1][C:2]1[CH:3]=[CH:4][C:5]([N:8]([CH2:9][CH2:10][CH2:11][Cl:12])[C:20](=[O:28])[O:21][C:22]2[CH:27]=[CH:26][CH:25]=[CH:24][CH:23]=2)=[CH:6][CH:7]=1. The catalyst class is: 1. (5) Reactant: [OH-].[K+].[CH2:3]([O:5][C:6]([C:8]1[N:9](C(=O)C)[C:10]2[C:15]([C:16]=1[NH2:17])=[CH:14][CH:13]=[C:12]([Cl:18])[CH:11]=2)=[O:7])[CH3:4]. Product: [NH2:17][C:16]1[C:15]2[C:10](=[CH:11][C:12]([Cl:18])=[CH:13][CH:14]=2)[NH:9][C:8]=1[C:6]([O:5][CH2:3][CH3:4])=[O:7]. The catalyst class is: 6. (6) Product: [OH:35][CH2:34][CH2:33][O:32][CH2:31][CH2:30][NH:29][C:11]([C:8]1[CH:9]=[CH:10][C:5]2[N:4]=[C:3]([NH:14][C:15]3[S:16][C:17]4[CH:23]=[C:22]([O:24][C:25]([F:27])([F:28])[F:26])[CH:21]=[CH:20][C:18]=4[N:19]=3)[N:2]([CH3:1])[C:6]=2[CH:7]=1)=[O:12]. Reactant: [CH3:1][N:2]1[C:6]2[CH:7]=[C:8]([C:11](O)=[O:12])[CH:9]=[CH:10][C:5]=2[N:4]=[C:3]1[NH:14][C:15]1[S:16][C:17]2[CH:23]=[C:22]([O:24][C:25]([F:28])([F:27])[F:26])[CH:21]=[CH:20][C:18]=2[N:19]=1.[NH2:29][CH2:30][CH2:31][O:32][CH2:33][CH2:34][OH:35].CN(C(ON1N=NC2C=CC=CC1=2)=[N+](C)C)C.F[P-](F)(F)(F)(F)F.CCN(C(C)C)C(C)C. The catalyst class is: 3. (7) Reactant: N[C@H:2]([C:18]([OH:20])=[O:19])[CH2:3][CH2:4][CH2:5][CH2:6][NH:7][C:8]([O:10][CH2:11][C:12]1[CH:17]=[CH:16][CH:15]=[CH:14][CH:13]=1)=[O:9].N([O-])=[O:22].[Na+]. Product: [CH2:11]([O:10][C:8]([NH:7][CH2:6][CH2:5][CH2:4][CH2:3][C@H:2]([OH:22])[C:18]([OH:20])=[O:19])=[O:9])[C:12]1[CH:17]=[CH:16][CH:15]=[CH:14][CH:13]=1. The catalyst class is: 86.